From a dataset of Catalyst prediction with 721,799 reactions and 888 catalyst types from USPTO. Predict which catalyst facilitates the given reaction. Reactant: [Cl:1][C:2]1[C:3]([O:12][C:13]2[CH:18]=[C:17]([O:19][CH2:20][CH2:21][O:22][CH3:23])[CH:16]=[CH:15][C:14]=2[CH2:24][CH2:25][CH2:26][NH2:27])=[N:4][CH:5]=[C:6]([C:8]([F:11])([F:10])[F:9])[CH:7]=1.N1C=CC=CC=1.[C:34]1([S:40](Cl)(=[O:42])=[O:41])[CH:39]=[CH:38][CH:37]=[CH:36][CH:35]=1.[Cl-].[NH4+]. Product: [Cl:1][C:2]1[C:3]([O:12][C:13]2[CH:18]=[C:17]([O:19][CH2:20][CH2:21][O:22][CH3:23])[CH:16]=[CH:15][C:14]=2[CH2:24][CH2:25][CH2:26][NH:27][S:40]([C:34]2[CH:39]=[CH:38][CH:37]=[CH:36][CH:35]=2)(=[O:42])=[O:41])=[N:4][CH:5]=[C:6]([C:8]([F:9])([F:11])[F:10])[CH:7]=1. The catalyst class is: 13.